The task is: Regression. Given a peptide amino acid sequence and an MHC pseudo amino acid sequence, predict their binding affinity value. This is MHC class I binding data.. This data is from Peptide-MHC class I binding affinity with 185,985 pairs from IEDB/IMGT. The peptide sequence is KCRVKMEKL. The MHC is HLA-A02:16 with pseudo-sequence HLA-A02:16. The binding affinity (normalized) is 0.0847.